This data is from Full USPTO retrosynthesis dataset with 1.9M reactions from patents (1976-2016). The task is: Predict the reactants needed to synthesize the given product. (1) The reactants are: [Cl:1][C:2]1[CH:7]=[CH:6][C:5]([C:8]2[CH:13]=[C:12]([CH:14]3[CH2:16][CH2:15]3)[N:11]3[N:17]=[CH:18][C:19]([C:20]#[CH:21])=[C:10]3[N:9]=2)=[CH:4][CH:3]=1.[NH2:22][C:23]1[CH:28]=[CH:27][C:26](Br)=[CH:25][N:24]=1. Given the product [Cl:1][C:2]1[CH:7]=[CH:6][C:5]([C:8]2[CH:13]=[C:12]([CH:14]3[CH2:16][CH2:15]3)[N:11]3[N:17]=[CH:18][C:19]([C:20]#[C:21][C:26]4[CH:27]=[CH:28][C:23]([NH2:22])=[N:24][CH:25]=4)=[C:10]3[N:9]=2)=[CH:4][CH:3]=1, predict the reactants needed to synthesize it. (2) Given the product [NH2:22][C:10]1[CH:9]=[CH:8][C:7]([O:6][CH:3]2[CH2:4][CH2:5][O:1][CH2:2]2)=[CH:12][C:11]=1[CH2:13][NH:14][C:15](=[O:21])[O:16][C:17]([CH3:19])([CH3:18])[CH3:20], predict the reactants needed to synthesize it. The reactants are: [O:1]1[CH2:5][CH2:4][CH:3]([O:6][C:7]2[CH:8]=[CH:9][C:10]([N+:22]([O-])=O)=[C:11]([CH2:13][NH:14][C:15](=[O:21])[O:16][C:17]([CH3:20])([CH3:19])[CH3:18])[CH:12]=2)[CH2:2]1.[Cl-].[NH4+].C(O)C. (3) Given the product [CH3:30][N:22]1[CH:23]=[C:18]([C:9]2[C:10]3[C:5](=[CH:4][C:3]([O:2][CH3:1])=[C:12]4[O:13][C:14]([CH3:17])([CH3:16])[CH2:15][C:11]4=3)[CH2:6][C:7]([CH3:26])([CH3:25])[N:8]=2)[CH:19]=[CH:20][C:21]1=[O:24], predict the reactants needed to synthesize it. The reactants are: [CH3:1][O:2][C:3]1[CH:4]=[C:5]2[C:10](=[C:11]3[CH2:15][C:14]([CH3:17])([CH3:16])[O:13][C:12]=13)[C:9]([C:18]1[CH:19]=[CH:20][C:21](=[O:24])[NH:22][CH:23]=1)=[N:8][C:7]([CH3:26])([CH3:25])[CH2:6]2.[H-].[Na+].I[CH3:30].[OH-].[Na+]. (4) Given the product [O:32]1[CH2:38][CH2:37][CH2:36][N:35]([CH2:2][C:3]([NH:5][C:6]2[CH:7]=[C:8]([CH:23]=[CH:24][C:25]=2[O:26][C:27]([F:30])([F:29])[F:28])[C:9]([NH:11][C:12]2[S:13][C:14]([C:17]3[CH:22]=[CH:21][CH:20]=[CH:19][CH:18]=3)=[N:15][N:16]=2)=[O:10])=[O:4])[CH2:34][CH2:33]1, predict the reactants needed to synthesize it. The reactants are: Cl[CH2:2][C:3]([NH:5][C:6]1[CH:7]=[C:8]([CH:23]=[CH:24][C:25]=1[O:26][C:27]([F:30])([F:29])[F:28])[C:9]([NH:11][C:12]1[S:13][C:14]([C:17]2[CH:22]=[CH:21][CH:20]=[CH:19][CH:18]=2)=[N:15][N:16]=1)=[O:10])=[O:4].Cl.[O:32]1[CH2:38][CH2:37][CH2:36][NH:35][CH2:34][CH2:33]1.[I-].[K+].C(N(C(C)C)C(C)C)C.